From a dataset of Reaction yield outcomes from USPTO patents with 853,638 reactions. Predict the reaction yield, written as a fraction of the theoretical maximum amount of product (1.0 means a 100% yield; for example, 0.34 means a 34% yield). The reactants are [CH2:1]([O:3][C:4](=[O:17])[NH:5][C:6]1[CH:11]=[C:10]([Cl:12])[N:9]=[C:8]([Cl:13])[C:7]=1[N+:14]([O-:16])=[O:15])[CH3:2].CC(C)=O.[I-].[Na+].Cl.Cl[CH2:26][C:27]1[CH:28]=[CH:29][C:30]([CH3:33])=[N:31][CH:32]=1. The catalyst is CCOC(C)=O.C(=O)([O-])[O-].[K+].[K+].ClCCl. The product is [CH2:1]([O:3][C:4](=[O:17])[N:5]([C:6]1[CH:11]=[C:10]([Cl:12])[N:9]=[C:8]([Cl:13])[C:7]=1[N+:14]([O-:16])=[O:15])[CH2:26][C:27]1[CH:32]=[N:31][C:30]([CH3:33])=[CH:29][CH:28]=1)[CH3:2]. The yield is 0.640.